From a dataset of Forward reaction prediction with 1.9M reactions from USPTO patents (1976-2016). Predict the product of the given reaction. (1) Given the reactants C(OC(=O)[N:10](CC1C=CC=CC=1)[CH:11]([CH3:22])[CH2:12][C:13]1[CH:18]=[CH:17][C:16]([CH2:19][CH2:20][CH3:21])=[CH:15][CH:14]=1)C1C=CC=CC=1, predict the reaction product. The product is: [CH3:22][CH:11]([NH2:10])[CH2:12][C:13]1[CH:18]=[CH:17][C:16]([CH2:19][CH2:20][CH3:21])=[CH:15][CH:14]=1. (2) Given the reactants [NH2:1]C1C(C(N)=O)=NC=C(C2C(C)=CC=CN=2)C=1.[N:18]1([CH2:23][C:24]2[N:33]=[C:32]([NH:34][C:35]3[CH:40]=[CH:39][C:38]([C:41]([F:44])([F:43])[F:42])=[CH:37][CH:36]=3)[C:31]3[C:26](=[CH:27][C:28]([C:45]4[C:50]([C:51](F)(F)F)=[CH:49][CH:48]=[CH:47][N:46]=4)=[CH:29]C=3)[N:25]=2)[CH2:22][CH2:21][CH2:20][CH2:19]1, predict the reaction product. The product is: [CH3:51][C:50]1[C:45]([C:28]2[CH:29]=[N:1][C:31]3[C:32]([NH:34][C:35]4[CH:36]=[CH:37][C:38]([C:41]([F:42])([F:44])[F:43])=[CH:39][CH:40]=4)=[N:33][C:24]([CH2:23][N:18]4[CH2:22][CH2:21][CH2:20][CH2:19]4)=[N:25][C:26]=3[CH:27]=2)=[N:46][CH:47]=[CH:48][CH:49]=1. (3) The product is: [Si:1]([O:8][C@@H:9]1[CH2:14][C@@H:13]([CH:15]([O:16][CH3:17])[O:18][CH3:19])[O:12][CH:11]([OH:20])[CH2:10]1)([C:4]([CH3:7])([CH3:6])[CH3:5])([CH3:3])[CH3:2]. Given the reactants [Si:1]([O:8][C@@H:9]1[CH2:14][C@@H:13]([CH:15]([O:18][CH3:19])[O:16][CH3:17])[O:12][C:11](=[O:20])[CH2:10]1)([C:4]([CH3:7])([CH3:6])[CH3:5])([CH3:3])[CH3:2].CC(C[AlH]CC(C)C)C.[C@H](O)(C([O-])=O)[C@@H](O)C([O-])=O.[Na+].[K+], predict the reaction product. (4) The product is: [Br:32][CH2:9][C:7]1[CH:8]=[C:3]([CH2:2][OH:1])[CH:4]=[C:5]([CH2:11][OH:12])[CH:6]=1. Given the reactants [OH:1][CH2:2][C:3]1[CH:8]=[C:7]([CH2:9]O)[CH:6]=[C:5]([CH2:11][OH:12])[CH:4]=1.C1(P(C2C=CC=CC=2)C2C=CC=CC=2)C=CC=CC=1.[Br:32]C(Br)(Br)Br.C1(P(=O)(C2C=CC=CC=2)C2C=CC=CC=2)C=CC=CC=1, predict the reaction product. (5) Given the reactants CN(C)CCN.[CH2:7]([O:9][N:10]1C(=O)C2=CC=CC=C2C1=O)[CH3:8].C(O)(=O)C.[C:25]([C:30]1[CH:35]=[C:34]([Cl:36])[CH:33]=[CH:32][C:31]=1[NH:37][S:38]([C:41]([F:44])([F:43])[F:42])(=[O:40])=[O:39])(=O)[CH2:26][CH2:27][CH3:28], predict the reaction product. The product is: [Cl:36][C:34]1[CH:33]=[CH:32][C:31]([NH:37][S:38]([C:41]([F:44])([F:43])[F:42])(=[O:40])=[O:39])=[C:30]([C:25](=[N:10][O:9][CH2:7][CH3:8])[CH2:26][CH2:27][CH3:28])[CH:35]=1. (6) Given the reactants [Br:1][C:2]1[CH:10]=[C:9]([CH:11]=[O:12])[C:5]2[O:6][CH2:7][CH2:8][C:4]=2[CH:3]=1.[BH4-].[Na+].Cl, predict the reaction product. The product is: [Br:1][C:2]1[CH:10]=[C:9]([CH2:11][OH:12])[C:5]2[O:6][CH2:7][CH2:8][C:4]=2[CH:3]=1.